Dataset: Reaction yield outcomes from USPTO patents with 853,638 reactions. Task: Predict the reaction yield, written as a fraction of the theoretical maximum amount of product (1.0 means a 100% yield; for example, 0.34 means a 34% yield). (1) The reactants are Br[C:2]1[CH:7]=[CH:6][CH:5]=[CH:4][N:3]=1.[Li]CCCC.[Br:13][C:14]1[CH:19]=[CH:18][C:17]([NH:20][C:21]2[C:22]([CH:32]=[O:33])=[CH:23][C:24]3[N:28]([CH3:29])[CH:27]=[N:26][C:25]=3[C:30]=2[F:31])=[C:16]([Cl:34])[CH:15]=1. The catalyst is C1COCC1. The product is [Br:13][C:14]1[CH:19]=[CH:18][C:17]([NH:20][C:21]2[C:22]([CH:32]([C:2]3[CH:7]=[CH:6][CH:5]=[CH:4][N:3]=3)[OH:33])=[CH:23][C:24]3[N:28]([CH3:29])[CH:27]=[N:26][C:25]=3[C:30]=2[F:31])=[C:16]([Cl:34])[CH:15]=1. The yield is 0.620. (2) The reactants are [C:1]1([C:7]2[N:12]=[C:11]3[S:13][C:14]4[CH2:18][CH2:17][CH2:16][C:15]=4[C:10]3=[C:9]([C:19]3[CH:24]=[CH:23][C:22]([CH3:25])=[CH:21][CH:20]=3)[C:8]=2[CH2:26][C:27]([O:29][CH3:30])=[O:28])[CH:6]=[CH:5][CH:4]=[CH:3][CH:2]=1.[Li+].C[Si]([N-][Si](C)(C)C)(C)C.[CH2:41]1[CH2:45]OC[CH2:42]1.ICCC. The catalyst is CN(C=O)C. The product is [C:1]1([C:7]2[N:12]=[C:11]3[S:13][C:14]4[CH2:18][CH2:17][CH2:16][C:15]=4[C:10]3=[C:9]([C:19]3[CH:20]=[CH:21][C:22]([CH3:25])=[CH:23][CH:24]=3)[C:8]=2[CH:26]([CH2:42][CH2:41][CH3:45])[C:27]([O:29][CH3:30])=[O:28])[CH:6]=[CH:5][CH:4]=[CH:3][CH:2]=1. The yield is 0.950. (3) The reactants are [CH2:1]([N:8]1[CH2:14][CH:13]2[CH:15]([NH:16][CH3:17])[CH:10]([CH2:11][CH2:12]2)[CH2:9]1)[C:2]1[CH:7]=[CH:6][CH:5]=[CH:4][CH:3]=1.C[Al](C)C.[O:22]1[CH2:24][CH:23]1[CH2:25][O:26][C:27]1[CH:34]=[CH:33][C:30]([C:31]#[N:32])=[CH:29][CH:28]=1. The catalyst is ClCCl. The product is [CH2:1]([N:8]1[CH2:14][CH:13]2[CH:15]([N:16]([CH3:17])[CH2:24][CH:23]([OH:22])[CH2:25][O:26][C:27]3[CH:34]=[CH:33][C:30]([C:31]#[N:32])=[CH:29][CH:28]=3)[CH:10]([CH2:11][CH2:12]2)[CH2:9]1)[C:2]1[CH:3]=[CH:4][CH:5]=[CH:6][CH:7]=1. The yield is 0.660. (4) The reactants are Cl[C:2]1[N:7]=[C:6]([NH:8][C:9]2[NH:13][N:12]=[C:11]([CH:14]3[CH2:16][CH2:15]3)[CH:10]=2)[CH:5]=[CH:4][N:3]=1.[O:17]1[CH2:22][CH2:21][CH2:20][CH2:19][CH:18]1[N:23]1[C:31]2[C:26](=[C:27]([CH2:32][NH2:33])[CH:28]=[CH:29][CH:30]=2)[CH:25]=[N:24]1.CCN(C(C)C)C(C)C. The catalyst is CC(O)C. The product is [CH:14]1([C:11]2[NH:12][N:13]=[C:9]([NH:8][C:6]3[CH:5]=[CH:4][N:3]=[C:2]([NH:33][CH2:32][C:27]4[CH:28]=[CH:29][CH:30]=[C:31]5[C:26]=4[CH:25]=[N:24][N:23]5[CH:18]4[CH2:19][CH2:20][CH2:21][CH2:22][O:17]4)[N:7]=3)[CH:10]=2)[CH2:16][CH2:15]1. The yield is 0.940. (5) The reactants are [F:1][C:2]1[CH:7]=[CH:6][CH:5]=[C:4]([O:8][CH3:9])[C:3]=1[OH:10].F[C:12]1[CH:17]=[CH:16][CH:15]=[CH:14][C:13]=1[N+:18]([O-:20])=[O:19].FC1C=CC=C([O:36][CH3:37])C=1OC1C=CC=CC=1N.[NH2:38][C:39]1[S:40][CH:41]=[CH:42][N:43]=1. No catalyst specified. The product is [F:1][C:2]1[CH:7]=[CH:6][CH:5]=[C:4]([O:8][CH3:9])[C:3]=1[O:10][C:12]1[CH:17]=[CH:16][CH:15]=[CH:14][C:13]=1[N+:18]([O-:20])=[O:19].[S:40]1[CH:41]=[CH:42][N:43]=[C:39]1[NH:38][C:37](=[O:36])[NH2:18]. The yield is 0.640. (6) The reactants are [C:1]([Si:5]([CH3:34])([CH3:33])[O:6][CH2:7][CH2:8][N:9]([CH2:21][C:22]1[CH:27]=[CH:26][C:25]([CH:28]=[CH:29][C:30]([OH:32])=O)=[CH:24][CH:23]=1)[CH2:10][CH2:11][C:12]1[C:20]2[C:15](=[CH:16][CH:17]=[CH:18][CH:19]=2)[NH:14][CH:13]=1)([CH3:4])([CH3:3])[CH3:2].CCN(CC)CC.CN([P+](O[N:53]1N=[N:60][C:55]2[CH:56]=[CH:57][CH:58]=[CH:59][C:54]1=2)(N(C)C)N(C)C)C.F[P-](F)(F)(F)(F)F.C1(N)C=CC=CC=1N.[NH4+].[Cl-]. The catalyst is CN(C=O)C. The product is [NH2:53][C:54]1[CH:59]=[CH:58][CH:57]=[CH:56][C:55]=1[NH:60][C:30](=[O:32])[CH:29]=[CH:28][C:25]1[CH:26]=[CH:27][C:22]([CH2:21][N:9]([CH2:8][CH2:7][O:6][Si:5]([C:1]([CH3:2])([CH3:4])[CH3:3])([CH3:34])[CH3:33])[CH2:10][CH2:11][C:12]2[C:20]3[C:15](=[CH:16][CH:17]=[CH:18][CH:19]=3)[NH:14][CH:13]=2)=[CH:23][CH:24]=1. The yield is 0.960.